This data is from NCI-60 drug combinations with 297,098 pairs across 59 cell lines. The task is: Regression. Given two drug SMILES strings and cell line genomic features, predict the synergy score measuring deviation from expected non-interaction effect. (1) Drug 1: C1CC(C1)(C(=O)O)C(=O)O.[NH2-].[NH2-].[Pt+2]. Drug 2: CN(C(=O)NC(C=O)C(C(C(CO)O)O)O)N=O. Cell line: SR. Synergy scores: CSS=19.1, Synergy_ZIP=0.511, Synergy_Bliss=-0.670, Synergy_Loewe=-6.46, Synergy_HSA=2.37. (2) Drug 1: C(CCl)NC(=O)N(CCCl)N=O. Drug 2: B(C(CC(C)C)NC(=O)C(CC1=CC=CC=C1)NC(=O)C2=NC=CN=C2)(O)O. Cell line: EKVX. Synergy scores: CSS=15.0, Synergy_ZIP=-1.21, Synergy_Bliss=-4.62, Synergy_Loewe=-39.8, Synergy_HSA=-3.66.